This data is from Forward reaction prediction with 1.9M reactions from USPTO patents (1976-2016). The task is: Predict the product of the given reaction. (1) Given the reactants Br[CH2:2][CH2:3][N:4]1[C:8]([C:9]([O:11]CC2C=CC=CC=2)=O)=[CH:7][C:6]([C:19]([O:21][CH2:22][C:23]2[CH:28]=[CH:27][CH:26]=[CH:25][CH:24]=2)=[O:20])=[N:5]1.C(=O)([O-])[O-].[K+].[K+].[I-].[K+].Cl.[NH2:38][CH2:39][CH2:40][C:41]([O:43][CH2:44][CH3:45])=[O:42], predict the reaction product. The product is: [CH2:44]([O:43][C:41]([CH2:40][CH2:39][N:38]1[CH2:2][CH2:3][N:4]2[N:5]=[C:6]([C:19]([O:21][CH2:22][C:23]3[CH:24]=[CH:25][CH:26]=[CH:27][CH:28]=3)=[O:20])[CH:7]=[C:8]2[C:9]1=[O:11])=[O:42])[CH3:45]. (2) Given the reactants [CH:1]1([N:4]2[CH:8]=[C:7]([C:9]3[CH:14]=[CH:13][C:12]([F:15])=[CH:11][CH:10]=3)[N:6]=[CH:5]2)[CH2:3][CH2:2]1.C1C(=O)N([Br:23])C(=O)C1, predict the reaction product. The product is: [Br:23][C:8]1[N:4]([CH:1]2[CH2:3][CH2:2]2)[CH:5]=[N:6][C:7]=1[C:9]1[CH:14]=[CH:13][C:12]([F:15])=[CH:11][CH:10]=1. (3) Given the reactants [OH:1][N:2]=[C:3](Cl)[C:4]1[CH:9]=[N:8][CH:7]=[CH:6][N:5]=1.[C:11]([C:13]1[CH:18]=[CH:17][C:16]([F:19])=[C:15]([F:20])[CH:14]=1)#[CH:12].N, predict the reaction product. The product is: [F:20][C:15]1[CH:14]=[C:13]([C:11]2[O:1][N:2]=[C:3]([C:4]3[CH:9]=[N:8][CH:7]=[CH:6][N:5]=3)[CH:12]=2)[CH:18]=[CH:17][C:16]=1[F:19]. (4) Given the reactants [CH3:1][O:2][CH2:3][CH2:4][CH2:5][CH2:6][C:7]1[N:11]([C:12]2[CH:17]=[CH:16][CH:15]=[CH:14][CH:13]=2)[N:10]=[N:9][C:8]=1[C:18]([N:20]([CH2:41][CH:42]([CH3:44])[CH3:43])[C@H:21]1[CH2:26][C@@H:25]([C:27]([N:29]2[CH2:33][CH2:32][CH2:31][CH2:30]2)=[O:28])[CH2:24][N:23](C(OC(C)(C)C)=O)[CH2:22]1)=[O:19].C(OCC)(=O)C.[ClH:51], predict the reaction product. The product is: [ClH:51].[CH3:1][O:2][CH2:3][CH2:4][CH2:5][CH2:6][C:7]1[N:11]([C:12]2[CH:13]=[CH:14][CH:15]=[CH:16][CH:17]=2)[N:10]=[N:9][C:8]=1[C:18]([N:20]([CH2:41][CH:42]([CH3:44])[CH3:43])[C@H:21]1[CH2:26][C@@H:25]([C:27]([N:29]2[CH2:33][CH2:32][CH2:31][CH2:30]2)=[O:28])[CH2:24][NH:23][CH2:22]1)=[O:19]. (5) The product is: [CH3:1][O:2][C:3](=[O:25])[C@@H:4]([O:22][CH2:23][CH3:24])[CH2:5][C:6]1[C:11]([CH3:12])=[CH:10][C:9]([OH:13])=[CH:8][C:7]=1[CH3:21]. Given the reactants [CH3:1][O:2][C:3](=[O:25])[C@@H:4]([O:22][CH2:23][CH3:24])[CH2:5][C:6]1[C:11]([CH3:12])=[CH:10][C:9]([O:13]CC2C=CC=CC=2)=[CH:8][C:7]=1[CH3:21], predict the reaction product. (6) Given the reactants [C:1]([Cl:4])(Cl)=[O:2].[C:5]([O:8][C:9]1[CH:14]=[CH:13][C:12]([CH2:15]O)=[CH:11][CH:10]=1)(=[O:7])[CH3:6], predict the reaction product. The product is: [C:5]([O:8][C:9]1[CH:14]=[CH:13][C:12]([CH2:15][C:1]([Cl:4])=[O:2])=[CH:11][CH:10]=1)(=[O:7])[CH3:6]. (7) Given the reactants [CH3:1][NH:2][C:3]1[N:8]=[C:7]([NH:9][C:10]2[CH:15]=[CH:14][C:13]([N:16]3[CH2:21][CH2:20][N:19]([CH2:22][CH3:23])[CH2:18][CH2:17]3)=[CH:12][CH:11]=2)[N:6]=[CH:5][N:4]=1.[F:24][C:25]1[CH:30]=[CH:29][C:28]([N:31]=[C:32]=[O:33])=[CH:27][C:26]=1[C:34]([F:37])([F:36])[F:35], predict the reaction product. The product is: [F:24][C:25]1[CH:30]=[CH:29][C:28]([NH:31][C:32](=[O:33])[N:2]([CH3:1])[C:3]2[N:8]=[C:7]([NH:9][C:10]3[CH:11]=[CH:12][C:13]([N:16]4[CH2:17][CH2:18][N:19]([CH2:22][CH3:23])[CH2:20][CH2:21]4)=[CH:14][CH:15]=3)[N:6]=[CH:5][N:4]=2)=[CH:27][C:26]=1[C:34]([F:35])([F:36])[F:37]. (8) The product is: [C:1]([O:5][C:6](=[O:34])[CH2:7][O:8][C:9]12[CH2:18][CH:13]3[CH2:14][CH:15]([CH2:17][C:11]([C:19]([O:21][CH2:22][CH2:23][C:24]([F:32])([F:33])[C:25]([F:30])([F:31])[S:26]([O-:29])(=[O:27])=[O:28])=[O:20])([CH2:12]3)[CH2:10]1)[CH2:16]2)([CH3:4])([CH3:2])[CH3:3].[C:50]1([S+:43]([C:37]2[CH:38]=[CH:39][CH:40]=[CH:41][CH:42]=2)[C:44]2[CH:49]=[CH:48][CH:47]=[CH:46][CH:45]=2)[CH:51]=[CH:52][CH:53]=[CH:54][CH:55]=1. Given the reactants [C:1]([O:5][C:6](=[O:34])[CH2:7][O:8][C:9]12[CH2:18][CH:13]3[CH2:14][CH:15]([CH2:17][C:11]([C:19]([O:21][CH2:22][CH2:23][C:24]([F:33])([F:32])[C:25]([F:31])([F:30])[S:26]([O-:29])(=[O:28])=[O:27])=[O:20])([CH2:12]3)[CH2:10]1)[CH2:16]2)([CH3:4])([CH3:3])[CH3:2].[Na+].[Br-].[C:37]1([S+:43]([C:50]2[CH:55]=[CH:54][CH:53]=[CH:52][CH:51]=2)[C:44]2[CH:49]=[CH:48][CH:47]=[CH:46][CH:45]=2)[CH:42]=[CH:41][CH:40]=[CH:39][CH:38]=1.O, predict the reaction product. (9) The product is: [CH2:10]([C:8]1[N:7]([C:12]2[CH:17]=[CH:16][C:15]([CH2:18][CH2:19][OH:20])=[CH:14][CH:13]=2)[C:6]2[CH:21]=[CH:22][C:3]([C:1]([NH2:2])=[O:25])=[CH:4][C:5]=2[N:9]=1)[CH3:11]. Given the reactants [C:1]([C:3]1[CH:22]=[CH:21][C:6]2[N:7]([C:12]3[CH:17]=[CH:16][C:15]([CH2:18][CH2:19][OH:20])=[CH:14][CH:13]=3)[C:8]([CH2:10][CH3:11])=[N:9][C:5]=2[CH:4]=1)#[N:2].CS(C)=[O:25].OO.[OH-].[Na+], predict the reaction product. (10) Given the reactants [CH3:1][O:2][C:3]1[CH:4]=[C:5]2[C:9](=[CH:10][CH:11]=1)[NH:8][CH:7]=[CH:6]2.[H-].[Na+].[CH:14]1[CH:19]=[CH:18][C:17]([CH2:20]Br)=[CH:16][CH:15]=1, predict the reaction product. The product is: [CH2:20]([N:8]1[C:9]2[C:5](=[CH:4][C:3]([O:2][CH3:1])=[CH:11][CH:10]=2)[CH:6]=[CH:7]1)[C:17]1[CH:18]=[CH:19][CH:14]=[CH:15][CH:16]=1.